Dataset: Reaction yield outcomes from USPTO patents with 853,638 reactions. Task: Predict the reaction yield, written as a fraction of the theoretical maximum amount of product (1.0 means a 100% yield; for example, 0.34 means a 34% yield). (1) The reactants are Br[C:2]1[CH:9]=[N:8][CH:7]=[C:6]([Br:10])[C:3]=1[CH:4]=[O:5].[CH3:11][C:12]1([CH3:25])[CH2:24][C:15]2[C:16]3[CH2:21][CH2:20][NH:19][C:18](=[O:22])[C:17]=3[S:23][C:14]=2[CH2:13]1.C(=O)([O-])[O-].[Cs+].[Cs+].CC1(C)C2C(=C(P(C3C=CC=CC=3)C3C=CC=CC=3)C=CC=2)OC2C(P(C3C=CC=CC=3)C3C=CC=CC=3)=CC=CC1=2. The catalyst is C1C=CC(/C=C/C(/C=C/C2C=CC=CC=2)=O)=CC=1.C1C=CC(/C=C/C(/C=C/C2C=CC=CC=2)=O)=CC=1.C1C=CC(/C=C/C(/C=C/C2C=CC=CC=2)=O)=CC=1.[Pd].[Pd].O1CCOCC1. The product is [Br:10][C:6]1[CH:7]=[N:8][CH:9]=[C:2]([N:19]2[CH2:20][CH2:21][C:16]3[C:15]4[CH2:24][C:12]([CH3:11])([CH3:25])[CH2:13][C:14]=4[S:23][C:17]=3[C:18]2=[O:22])[C:3]=1[CH:4]=[O:5]. The yield is 0.650. (2) The reactants are [CH:1]([O:4][C:5]1[CH:13]=[CH:12][C:8]([C:9]([OH:11])=O)=[CH:7][C:6]=1[C:14]([F:17])([F:16])[F:15])([CH3:3])[CH3:2].C1C=CC2N(O)N=NC=2C=1.CCN=C=NCCCN(C)C.[OH:39][C:40]1(O)[C:48]2[CH:47]=[CH:46][CH:45]=[C:44]([C:49](=[NH:51])[NH2:50])[C:43]=2[CH2:42][CH2:41]1.[Na+].[Cl-]. The catalyst is CN(C=O)C. The product is [CH:1]([O:4][C:5]1[CH:13]=[CH:12][C:8]([C:9]2[O:11][N:51]=[C:49]([C:44]3[CH:45]=[CH:46][CH:47]=[C:48]4[C:43]=3[CH2:42][CH2:41][CH:40]4[OH:39])[N:50]=2)=[CH:7][C:6]=1[C:14]([F:17])([F:16])[F:15])([CH3:2])[CH3:3]. The yield is 0.680.